Dataset: Experimentally validated miRNA-target interactions with 360,000+ pairs, plus equal number of negative samples. Task: Binary Classification. Given a miRNA mature sequence and a target amino acid sequence, predict their likelihood of interaction. (1) The miRNA is hsa-miR-376a-2-5p with sequence GGUAGAUUUUCCUUCUAUGGU. The protein sequence of the target gene is MADDPSAADRNVEIWKIKKLIKSLEAARGNGTSMISLIIPPKDQISRVAKMLADEFGTASNIKSRVNRLSVLGAITSVQQRLKLYNKVPPNGLVVYCGTIVTEEGKEKKVNIDFEPFKPINTSLYLCDNKFHTEALTALLSDDSKFGFIVIDGSGALFGTLQGNTREVLHKFTVDLPKKHGRGGQSALRFARLRMEKRHNYVRKVAETAVQLFISGDKVNVAGLVLAGSADFKTELSQSDMFDQRLQSKVLKLVDISYGGENGFNQAIELSTEVLSNVKFIQEKKLIGRYFDEISQDTGK.... Result: 0 (no interaction). (2) The miRNA is mmu-miR-1970 with sequence UGUGUCACUGGGGAUAGGCUUUG. The protein sequence of the target gene is MAATGANAEKAESHNDCPVRLLNPNIAKMKEDILYHFNLTTSRHNFPALFGDVKFVCVGGSPSRMKAFIRCVGAELGLDCPGRDYPNICAGTDRYAMYKVGPVLSVSHGMGIPSISIMLHELIKLLYYARCSNVTIIRIGTSGGIGLEPGTVVITEQAVDTCFKAEFEQIVLGKRVIRKTDLNKKLVQELLLCSAELSEFTTVVGNTMCTLDFYEGQGRLDGALCSYTEKDKQAYLEAAYAAGVRNIEMESSVFAAMCSACGLQAAVVCVTLLNRLEGDQISSPRNVLSEYQQRPQRLVS.... Result: 0 (no interaction). (3) The miRNA is hsa-miR-6816-3p with sequence GAAGGACCUGCACCUUCG. The protein sequence of the target gene is MSWKMALQIPGGFWAAAVTVMLVMLSTPVAEARDFPKDFLVQFKGMCYFTNGTERVRGVARYIYNREEYGRFDSDVGEFQAVTELGRSIEDWNNYKDFLEQERAAVDKVCRHNYEAELRTTLQRQVEPTVTISPSRTEALNHHNLLVCSVTDFYPAQIKVRWFRNDQEETAGVVSTSLIRNGDWTFQILVMLEITPQRGDIYTCQVEHPSLQSPITVEWRAQSESAQSKMLSGIGGFVLGLIFLGLGLIIRHRGQKGPRGPPPAGLLH. Result: 0 (no interaction). (4) The miRNA is mmu-miR-6920-5p with sequence ACACAAUGGAAAGACUGCUUGU. The protein sequence of the target gene is MVQLRPRLSRIPAPAEAMVDEDQAASEEEEAEHGLLLAQPSSGAAAEPLDEEEDADDEAPEELTFASAQAEAREEELRVRASARRDKTLLKEKRKRREELFIEQKKRKLLPDAVLEQLTTASEADIKKSPENVKVNLKKKSEQHAKGRNSKKVKVQKVQSVGQIESYMAVRLKDEDLRDSRQEAAKHFIHSCLYGSDSKRTTVNKFLSLNNKRSPVKKAAAQFLTSTWGAQKQQNAKRFKKRWMAKKMKKKTYK. Result: 0 (no interaction). (5) The miRNA is hsa-miR-5197-3p with sequence AAGAAGAGACUGAGUCAUCGAAU. The protein sequence of the target gene is MEQDRTTHAEGTRLSPFLIAPPSPISHTEPLAVKLQNGSPLAERPHPEVNGDTKWQSSQSCYGISHMKGSQSSHESPHEDRGYSRCLQNGGIKRTVSEPSLSGLHPNKILKLDQKAKGESNIFEESQERNHGKSSRQPNVSGLSDNGEPVTSTTQESSGADAFPTRNYNGVEIQVLNEQEGEKGRSVTLLKNKIVLMPNGATVSAHSEENTRGELLEKTQCYPDCVSIAVQSTASHVNTPSSQAAIELSHEIPQPSLTSAQINFSQTSSLQLPPEPAAMVTKACDADNASKPAIVPGTCP.... Result: 0 (no interaction). (6) The miRNA is dme-miR-311-3p with sequence UAUUGCACAUUCACCGGCCUGA. The protein sequence of the target gene is MSDPRQSQEEKHKLGRASSKFKDPPRIMQSDDYFARKFKAINGNMGPTTSLNASNSNETGGGGPANGTPAVPKMGVRARVSEWPPKKDCSKELTCKALWESRSQTSYESITSVLQNGQSDQSEGQQDEQLDLDFVEAKYTIGDIFVHSPQRGLHPIRQRSNSDVTISDIDAEDVLDQNAVNPNTGAALHREYGSTSSIDRQGLSGENFFAMLRGYRVENYDHKAMVPFGFPEFFRCDPAISPSLHAAAQISRGEFVRISGLDYVDSALLMGRDRDKPFKRRLKSESVETSLFRKLRTVKS.... Result: 0 (no interaction). (7) Result: 0 (no interaction). The miRNA is hsa-miR-3675-5p with sequence UAUGGGGCUUCUGUAGAGAUUUC. The protein sequence of the target gene is MAAAVPRRPTQQGTVTFEDVAVNFSQEEWCLLSEAQRCLYRDVMLENLALISSLGCWCGSKDEEAPCKQRISVQRESQSRTPRAGVSPKKAHPCEMCGLILEDVFHFADHQETHHKQKLNRSGACGKNLDDTAYLHQHQKQHIGEKFYRKSVREASFVKKRKLRVSQEPFVFREFGKDVLPSSGLCQEEAAVEKTDSETMHGPPFQEGKTNYSCGKRTKAFSTKHSVIPHQKLFTRDGCYVCSDCGKSFSRYVSFSNHQRDHTAKGPYDCGECGKSYSRKSSLIQHQRVHTGQTAYPCEE.... (8) The miRNA is hsa-miR-3667-3p with sequence ACCUUCCUCUCCAUGGGUCUUU. The protein sequence of the target gene is MWRLPGARAALRVIRTAVEKLSRAEAGSQTAAGAMERAVVRCVPSEPKLSLSFALADGSHKNMQRDQSEPLGRVLSRIATNALKGHAKAAAAKKSRKSRPNASGGAACSGPGPEPAVFCEPVVKLYYREEAVAEDVLNVDAWQDGAVLQIGDVKYKVERNPPAFTELQLPRYIMAGFPVCPKLSLEFGDPASSLFRWYKEAKPGAAEPEVGVPSSLSPSSPSSSWTETDVEERVYTPSNADIGLRLKLHCTPGDGQRFGHSRELESVCVVEAGPGTCTFDHRHLYTKKVTEDALIRTVSY.... Result: 1 (interaction).